Dataset: NCI-60 drug combinations with 297,098 pairs across 59 cell lines. Task: Regression. Given two drug SMILES strings and cell line genomic features, predict the synergy score measuring deviation from expected non-interaction effect. Drug 1: CC1=C(C(=O)C2=C(C1=O)N3CC4C(C3(C2COC(=O)N)OC)N4)N. Drug 2: C(CN)CNCCSP(=O)(O)O. Cell line: ACHN. Synergy scores: CSS=34.8, Synergy_ZIP=-1.89, Synergy_Bliss=0.563, Synergy_Loewe=-30.7, Synergy_HSA=0.461.